This data is from Full USPTO retrosynthesis dataset with 1.9M reactions from patents (1976-2016). The task is: Predict the reactants needed to synthesize the given product. (1) The reactants are: CNC(C1C(N)=NC=C(C2C=CC=C(CN)C=2)N=1)=O.[NH2:20][C:21]1[C:22]([C:43]([NH:45][CH3:46])=[O:44])=[N:23][C:24]([C:27]2[CH:32]=[CH:31][CH:30]=[C:29]([CH2:33][NH:34][C:35]([C:37]3[CH:42]=[CH:41][CH:40]=[CH:39][CH:38]=3)=[O:36])[CH:28]=2)=[CH:25][N:26]=1.C(Cl)(=O)C1C=CC=CC=1.O. Given the product [CH3:46][NH:45][C:43]([C:22]1[C:21]([NH2:20])=[N:26][CH:25]=[C:24]([C:27]2[CH:32]=[CH:31][CH:30]=[C:29]([CH2:33][NH:34][C:35](=[O:36])[C:37]3[CH:42]=[CH:41][CH:40]=[CH:39][CH:38]=3)[CH:28]=2)[N:23]=1)=[O:44], predict the reactants needed to synthesize it. (2) Given the product [C:23]([O:22][C:20](=[O:21])[NH:2][C@H:3]([C:6]1[CH:11]=[CH:10][N:9]=[C:8]([Br:12])[CH:7]=1)[CH2:4][OH:5])([CH3:26])([CH3:25])[CH3:24], predict the reactants needed to synthesize it. The reactants are: Cl.[NH2:2][C@H:3]([C:6]1[CH:11]=[CH:10][N:9]=[C:8]([Br:12])[CH:7]=1)[CH2:4][OH:5].C(N(CC)CC)C.[C:20](O[C:20]([O:22][C:23]([CH3:26])([CH3:25])[CH3:24])=[O:21])([O:22][C:23]([CH3:26])([CH3:25])[CH3:24])=[O:21]. (3) Given the product [CH3:16][C:13]1([CH3:15])[C:12]([CH3:17])([CH3:18])[O:11][B:10]([C:29]2[CH:30]=[C:31]3[C:36]4=[C:37]([CH2:39][CH2:40][N:35]4[C:34](=[O:41])[CH2:33][CH2:32]3)[CH:38]=2)[O:14]1, predict the reactants needed to synthesize it. The reactants are: [B:10]1([B:10]2[O:14][C:13]([CH3:16])([CH3:15])[C:12]([CH3:18])([CH3:17])[O:11]2)[O:14][C:13]([CH3:16])([CH3:15])[C:12]([CH3:18])([CH3:17])[O:11]1.C([O-])(=O)C.[K+].CS(C)=O.Br[C:29]1[CH:30]=[C:31]2[C:36]3=[C:37]([CH2:39][CH2:40][N:35]3[C:34](=[O:41])[CH2:33][CH2:32]2)[CH:38]=1. (4) Given the product [F:30][C:31]([F:44])([F:43])[S:32]([O:9][C:7]1[C:6]([CH:10]2[CH2:15][C:14]([CH3:29])([S:16]([C:19]3[CH:24]=[CH:23][CH:22]=[C:21]([C:25]([F:28])([F:26])[F:27])[CH:20]=3)(=[O:18])=[O:17])[CH2:13][CH2:12][O:11]2)=[CH:5][N:4]=[C:3]([O:2][CH3:1])[CH:8]=1)(=[O:34])=[O:33], predict the reactants needed to synthesize it. The reactants are: [CH3:1][O:2][C:3]1[CH:8]=[C:7]([OH:9])[C:6]([CH:10]2[CH2:15][C:14]([CH3:29])([S:16]([C:19]3[CH:24]=[CH:23][CH:22]=[C:21]([C:25]([F:28])([F:27])[F:26])[CH:20]=3)(=[O:18])=[O:17])[CH2:13][CH2:12][O:11]2)=[CH:5][N:4]=1.[F:30][C:31]([F:44])([F:43])[S:32](O[S:32]([C:31]([F:44])([F:43])[F:30])(=[O:34])=[O:33])(=[O:34])=[O:33]. (5) Given the product [CH2:10]=[C:5]1[CH2:4][CH:3]2[CH2:9][CH:7]([CH2:8][C:1](=[O:11])[CH2:2]2)[CH2:6]1, predict the reactants needed to synthesize it. The reactants are: [C:1]12([OH:11])[CH2:10][CH:5]3[CH2:6][CH:7]([CH2:9][CH:3]([CH2:4]3)[CH2:2]1)[CH2:8]2.[O-]S([O-])(=S)=O.[Na+].[Na+].C([O-])(O)=O.[Na+].C12(O)CC3CC(CC(O)(C3)C1)C2.